This data is from Reaction yield outcomes from USPTO patents with 853,638 reactions. The task is: Predict the reaction yield, written as a fraction of the theoretical maximum amount of product (1.0 means a 100% yield; for example, 0.34 means a 34% yield). The reactants are [NH2:1][CH2:2][CH2:3][CH2:4][O:5][C:6]1[CH:23]=[CH:22][C:9]2[CH2:10][CH:11]([CH2:17][C:18]([O:20][CH3:21])=[O:19])[C:12](=[O:16])[N:13]([CH3:15])[CH2:14][C:8]=2[CH:7]=1.CS[C:26]1[NH:27][CH2:28][CH2:29][N:30]=1.C(N(C(C)C)CC)(C)C. The catalyst is CC(N(C)C)=O. The product is [NH:30]1[CH2:29][CH2:28][N:27]=[C:26]1[NH:1][CH2:2][CH2:3][CH2:4][O:5][C:6]1[CH:23]=[CH:22][C:9]2[CH2:10][CH:11]([CH2:17][C:18]([O:20][CH3:21])=[O:19])[C:12](=[O:16])[N:13]([CH3:15])[CH2:14][C:8]=2[CH:7]=1. The yield is 0.510.